This data is from Forward reaction prediction with 1.9M reactions from USPTO patents (1976-2016). The task is: Predict the product of the given reaction. (1) Given the reactants [NH2:1][C:2]1([C:7]([OH:9])=[O:8])[CH2:6][CH2:5][CH2:4][CH2:3]1.S(Cl)([Cl:12])=O.[CH3:14]O, predict the reaction product. The product is: [ClH:12].[NH2:1][C:2]1([C:7]([O:9][CH3:14])=[O:8])[CH2:6][CH2:5][CH2:4][CH2:3]1. (2) Given the reactants [NH2:1][CH:2]([C:10]1[C:15]([O:16][CH3:17])=[CH:14][CH:13]=[CH:12][C:11]=1[O:18][CH3:19])[CH2:3][CH2:4][CH2:5][C:6]([O:8]C)=O.[F:20][C:21]1[C:28]([C:29]2[CH:34]=[CH:33][CH:32]=[CH:31][N:30]=2)=[CH:27][CH:26]=[CH:25][C:22]=1[CH:23]=O, predict the reaction product. The product is: [CH3:19][O:18][C:11]1[CH:12]=[CH:13][CH:14]=[C:15]([O:16][CH3:17])[C:10]=1[CH:2]1[N:1]([CH2:23][C:22]2[CH:25]=[CH:26][CH:27]=[C:28]([C:29]3[CH:34]=[CH:33][CH:32]=[CH:31][N:30]=3)[C:21]=2[F:20])[C:6](=[O:8])[CH2:5][CH2:4][CH2:3]1. (3) Given the reactants [NH2:1][C:2]1[CH:3]=[N:4][N:5]([CH3:22])[C:6]=1[N:7]1[CH2:13][CH2:12][CH:11]([F:14])[CH:10]([NH:15]C(=O)C(F)(F)F)[CH2:9][CH2:8]1.C(OC([NH:30][C:31]1[S:35][C:34]([C:36]2[CH:41]=[CH:40][CH:39]=[CH:38][N:37]=2)=[N:33][C:32]=1[C:42](O)=[O:43])=O)(C)(C)C, predict the reaction product. The product is: [NH2:30][C:31]1[S:35][C:34]([C:36]2[CH:41]=[CH:40][CH:39]=[CH:38][N:37]=2)=[N:33][C:32]=1[C:42]([NH:1][C:2]1[CH:3]=[N:4][N:5]([CH3:22])[C:6]=1[N:7]1[CH2:13][CH2:12][C@H:11]([F:14])[C@@H:10]([NH2:15])[CH2:9][CH2:8]1)=[O:43].